From a dataset of Catalyst prediction with 721,799 reactions and 888 catalyst types from USPTO. Predict which catalyst facilitates the given reaction. (1) Reactant: [OH:1][C:2]1[C:7]([C:8]2[S:9][CH:10]=[CH:11][CH:12]=2)=[N:6][N:5]([CH2:13][CH2:14][CH:15]([CH3:17])[CH3:16])[C:4](=[O:18])[C:3]=1[C:19]1[NH:24][C:23]2[CH:25]=[CH:26][C:27]([NH:29][S:30]([CH3:33])(=[O:32])=[O:31])=[CH:28][C:22]=2[S:21](=[O:35])(=[O:34])[N:20]=1.[H-].[Na+].[CH3:38][O:39][CH2:40]Cl. Product: [OH:1][C:2]1[C:7]([C:8]2[S:9][CH:10]=[CH:11][CH:12]=2)=[N:6][N:5]([CH2:13][CH2:14][CH:15]([CH3:17])[CH3:16])[C:4](=[O:18])[C:3]=1[C:19]1[NH:24][C:23]2[CH:25]=[CH:26][C:27]([N:29]([CH2:38][O:39][CH3:40])[S:30]([CH3:33])(=[O:32])=[O:31])=[CH:28][C:22]=2[S:21](=[O:35])(=[O:34])[N:20]=1. The catalyst class is: 3. (2) Reactant: [Br:1][C:2]1[CH:7]=[CH:6][C:5]([N:8]2[C:12](=[O:13])[NH:11][N:10]=[CH:9]2)=[C:4]([F:14])[CH:3]=1.[OH-].[K+].I[CH3:18]. Product: [Br:1][C:2]1[CH:7]=[CH:6][C:5]([N:8]2[C:12](=[O:13])[N:11]([CH3:18])[N:10]=[CH:9]2)=[C:4]([F:14])[CH:3]=1. The catalyst class is: 9. (3) Reactant: FC(F)(F)C(O)=O.[CH3:8][S:9]([C:12]1[CH:27]=[CH:26][C:15]2[N:16]([CH:20]3[CH2:25][CH2:24][NH:23][CH2:22][CH2:21]3)[C:17](=[O:19])[NH:18][C:14]=2[CH:13]=1)(=[O:11])=[O:10].Cl[CH2:29][C:30]([CH:32]1[CH2:37][CH2:36][CH:35]([O:38][CH3:39])[CH2:34][CH2:33]1)=[O:31]. Product: [CH3:39][O:38][CH:35]1[CH2:36][CH2:37][CH:32]([C:30](=[O:31])[CH2:29][N:23]2[CH2:22][CH2:21][CH:20]([N:16]3[C:15]4[CH:26]=[CH:27][C:12]([S:9]([CH3:8])(=[O:10])=[O:11])=[CH:13][C:14]=4[NH:18][C:17]3=[O:19])[CH2:25][CH2:24]2)[CH2:33][CH2:34]1. The catalyst class is: 18. (4) The catalyst class is: 3. Reactant: [I:1][C:2]1[CH:9]=[CH:8][C:5]([C:6]#[N:7])=[CH:4][CH:3]=1.[N-:10]=[N+:11]=[N-:12].[Na+].[Cl-].[NH4+]. Product: [I:1][C:2]1[CH:9]=[CH:8][C:5]([C:6]2[NH:12][N:11]=[N:10][N:7]=2)=[CH:4][CH:3]=1. (5) Reactant: CC1[N:3]([C:8]2[CH:9]=[CH:10][C:11]3[CH2:17][CH2:16][CH2:15][C:14](=[O:18])[N:13]([CH3:19])[C:12]=3[CH:20]=2)C(C)=CC=1.Cl.NO.C(N(CC)CC)C. Product: [NH2:3][C:8]1[CH:9]=[CH:10][C:11]2[CH2:17][CH2:16][CH2:15][C:14](=[O:18])[N:13]([CH3:19])[C:12]=2[CH:20]=1. The catalyst class is: 40.